This data is from Full USPTO retrosynthesis dataset with 1.9M reactions from patents (1976-2016). The task is: Predict the reactants needed to synthesize the given product. Given the product [CH3:16][N:15]1[C:11]([C:6]2[C:5]3[C:9](=[CH:10][C:2]([C:24]4[CH:23]=[C:22]([CH:27]=[CH:26][C:25]=4[CH3:28])[C:21]([NH:20][CH2:18][CH3:19])=[O:38])=[CH:3][CH:4]=3)[NH:8][N:7]=2)=[CH:12][C:13]([CH3:17])=[N:14]1, predict the reactants needed to synthesize it. The reactants are: Br[C:2]1[CH:10]=[C:9]2[C:5]([C:6]([C:11]3[N:15]([CH3:16])[N:14]=[C:13]([CH3:17])[CH:12]=3)=[N:7][NH:8]2)=[CH:4][CH:3]=1.[CH2:18]([NH:20][C:21](=[O:38])[C:22]1[CH:27]=[CH:26][C:25]([CH3:28])=[C:24](B2OC(C)(C)C(C)(C)O2)[CH:23]=1)[CH3:19].C(=O)([O-])O.[Na+].